From a dataset of Peptide-MHC class II binding affinity with 134,281 pairs from IEDB. Regression. Given a peptide amino acid sequence and an MHC pseudo amino acid sequence, predict their binding affinity value. This is MHC class II binding data. (1) The peptide sequence is LGFLQRSSNFQCQKL. The MHC is DRB1_0101 with pseudo-sequence DRB1_0101. The binding affinity (normalized) is 0.438. (2) The peptide sequence is SQDLELSWNLNGLQAQ. The MHC is DRB1_1302 with pseudo-sequence DRB1_1302. The binding affinity (normalized) is 0.513.